This data is from Reaction yield outcomes from USPTO patents with 853,638 reactions. The task is: Predict the reaction yield, written as a fraction of the theoretical maximum amount of product (1.0 means a 100% yield; for example, 0.34 means a 34% yield). (1) The reactants are [C:1]([N:5]1[C:9]([C:10]2[CH:15]=[CH:14][C:13]([O:16][CH3:17])=[CH:12][CH:11]=2)=[C:8]([C:18]2[S:19][CH:20]=[C:21](/[CH:23]=[CH:24]/[C:25]([OH:27])=[O:26])[N:22]=2)[CH:7]=[N:6]1)([CH3:4])([CH3:3])[CH3:2].[H][H]. The catalyst is C1COCC1.CO.[C].[Pd]. The product is [C:1]([N:5]1[C:9]([C:10]2[CH:11]=[CH:12][C:13]([O:16][CH3:17])=[CH:14][CH:15]=2)=[C:8]([C:18]2[S:19][CH:20]=[C:21]([CH2:23][CH2:24][C:25]([OH:27])=[O:26])[N:22]=2)[CH:7]=[N:6]1)([CH3:4])([CH3:2])[CH3:3]. The yield is 0.880. (2) The reactants are [CH3:1][O:2][C:3]1[CH:4]=[C:5]2[C:10](=[CH:11][C:12]=1[O:13][CH3:14])[N:9]=[CH:8][CH:7]=[C:6]2[O:15][C:16]1[C:22]([CH3:23])=[CH:21][C:19]([NH2:20])=[C:18]([CH3:24])[CH:17]=1.ClC(Cl)(O[C:29](=[O:35])[O:30][C:31](Cl)(Cl)Cl)Cl.OC[N:39]1[C:47](=[O:48])[C:46]2[C:41](=[CH:42][CH:43]=[CH:44][CH:45]=2)[C:40]1=[O:49].C(=O)(O)[O-].[Na+]. The catalyst is C(Cl)Cl.C(N(CC)CC)C.C1(C)C=CC=CC=1. The product is [CH3:1][O:2][C:3]1[CH:4]=[C:5]2[C:10](=[CH:11][C:12]=1[O:13][CH3:14])[N:9]=[CH:8][CH:7]=[C:6]2[O:15][C:16]1[C:22]([CH3:23])=[CH:21][C:19]([NH:20][C:29](=[O:35])[O:30][CH2:31][N:39]2[C:47](=[O:48])[C:46]3[C:41](=[CH:42][CH:43]=[CH:44][CH:45]=3)[C:40]2=[O:49])=[C:18]([CH3:24])[CH:17]=1. The yield is 0.570. (3) The reactants are [C@H:1]1([OH:8])[CH2:6][CH2:5][CH2:4][C@H:3]([OH:7])[CH2:2]1.[C:9](OC=C)(=[O:11])[CH3:10].[C:15]([O:19]C)(C)(C)[CH3:16]. No catalyst specified. The product is [C:9]([O:7][C@H:3]1[CH2:4][CH2:5][CH2:6][C@@H:1]([O:8][C:15](=[O:19])[CH3:16])[CH2:2]1)(=[O:11])[CH3:10]. The yield is 0.230. (4) The reactants are [Br:1][C:2]1[CH:7]=[CH:6][C:5]([CH2:8]Br)=[C:4]([Cl:10])[CH:3]=1.[C-:11]#[N:12].[K+]. The catalyst is [Br-].C([N+](CCCC)(CCCC)CCCC)CCC.C(Cl)Cl.O.O. The product is [Br:1][C:2]1[CH:7]=[CH:6][C:5]([CH2:8][C:11]#[N:12])=[C:4]([Cl:10])[CH:3]=1. The yield is 1.00. (5) The reactants are [NH2:1][C:2]1[C:7]([Br:8])=[N:6][C:5]([Br:9])=[CH:4][N:3]=1.[Cl:10][CH2:11][C:12](O[C:12](=[O:13])[CH2:11][Cl:10])=[O:13]. The catalyst is C(#N)C.C(OCC)(=O)C. The product is [Cl:10][CH2:11][C:12]([NH:1][C:2]1[C:7]([Br:8])=[N:6][C:5]([Br:9])=[CH:4][N:3]=1)=[O:13]. The yield is 0.720. (6) The reactants are [CH2:1]([O:8][C:9](=[O:26])[NH:10][CH2:11][CH2:12][CH2:13][CH2:14][CH2:15][C:16]([N:18]1[CH2:22][CH:21]([OH:23])[CH2:20][CH:19]1[CH2:24][OH:25])=O)[C:2]1[CH:7]=[CH:6][CH:5]=[CH:4][CH:3]=1.B.C1COCC1. The catalyst is C1COCC1. The product is [CH2:1]([O:8][C:9](=[O:26])[NH:10][CH2:11][CH2:12][CH2:13][CH2:14][CH2:15][CH2:16][N:18]1[CH2:22][CH:21]([OH:23])[CH2:20][CH:19]1[CH2:24][OH:25])[C:2]1[CH:7]=[CH:6][CH:5]=[CH:4][CH:3]=1. The yield is 0.920. (7) The reactants are [Cl:1][C:2]1[CH:3]=[C:4]2[C:9](=[CH:10][CH:11]=1)[CH:8]=[C:7]([S:12]([N:15]([C@H:21]1[CH2:25][CH2:24][N:23]([C@@H:26]([CH3:35])[C:27](=[O:34])[N:28]3[CH2:33][CH2:32][CH2:31][CH2:30][CH2:29]3)[C:22]1=[O:36])[CH2:16][C:17]([O:19]C)=[O:18])(=[O:14])=[O:13])[CH:6]=[CH:5]2.[OH-].[Li+].Cl. The catalyst is C1COCC1.O. The product is [ClH:1].[CH3:17][OH:18].[Cl:1][C:2]1[CH:3]=[C:4]2[C:9](=[CH:10][CH:11]=1)[CH:8]=[C:7]([S:12]([N:15]([C@H:21]1[CH2:25][CH2:24][N:23]([C@@H:26]([CH3:35])[C:27](=[O:34])[N:28]3[CH2:33][CH2:32][CH2:31][CH2:30][CH2:29]3)[C:22]1=[O:36])[CH2:16][C:17]([OH:19])=[O:18])(=[O:13])=[O:14])[CH:6]=[CH:5]2. The yield is 0.100. (8) The reactants are CCN(CC)CC.[CH2:8]([C:10]1[CH:11]=[CH:12][C:13]([NH:17][C:18](=[O:23])[C:19]([CH3:22])([CH3:21])[CH3:20])=[N+:14]([O-:16])[CH:15]=1)[CH3:9].O=P(Cl)(Cl)[Cl:26]. No catalyst specified. The product is [Cl:26][C:15]1[N:14]=[C:13]([NH:17][C:18](=[O:23])[C:19]([CH3:22])([CH3:21])[CH3:20])[CH:12]=[CH:11][C:10]=1[CH2:8][CH3:9].[CH2:8]([C:10]1[CH:11]=[CH:12][C:13]([NH:17][C:18](=[O:23])[C:19]([CH3:22])([CH3:21])[CH3:20])=[N+:14]([O-:16])[CH:15]=1)[CH3:9]. The yield is 0.0500.